Dataset: HIV replication inhibition screening data with 41,000+ compounds from the AIDS Antiviral Screen. Task: Binary Classification. Given a drug SMILES string, predict its activity (active/inactive) in a high-throughput screening assay against a specified biological target. (1) The compound is COc1cccc2c1[OH+][Cu-5]13(O)([S+]=C(N)[N-][N+]1=C2)[n+]1cccc2ccc4ccc[n+]3c4c21. The result is 0 (inactive). (2) The drug is CC=CC=CC=CC(O)CC(OP(=O)(O)O)C(C)(O)C=CC1CC=CC(=O)O1. The result is 0 (inactive). (3) The drug is CCN(CC)CCNCc1cc(Cl)cc2c1OCOC2. The result is 0 (inactive). (4) The compound is Cc1ccc(Nc2nc3c(s2)C(=O)c2ccccc2C3=O)c(C)c1. The result is 0 (inactive). (5) The result is 0 (inactive). The compound is Cc1ccc(S(=O)(=O)c2ccc(C)cc2[N+](=O)[O-])c([N+](=O)[O-])c1. (6) The drug is CSC1=NN(C(C)=O)C(C(OC(C)=O)C(OC(C)=O)C(OC(C)=O)C(COC(C)=O)OC(C)=O)S1. The result is 0 (inactive).